From a dataset of Catalyst prediction with 721,799 reactions and 888 catalyst types from USPTO. Predict which catalyst facilitates the given reaction. (1) Reactant: FC(F)(F)C(O)=O.C([O:12][C:13](=[O:60])[CH2:14][O:15][C:16]1[CH:17]=[C:18]([CH:57]=[CH:58][CH:59]=1)[C:19]([NH:21][C:22]1[C:23]([CH3:56])=[C:24]([C:31]([C:33]2[CH:34]=[CH:35][C:36]([NH:49][C:50](=[O:55])[C:51]([F:54])([F:53])[F:52])=[C:37]([CH:48]=2)[C:38]([O:40][CH2:41][C:42]2[CH:47]=[CH:46][CH:45]=[CH:44][CH:43]=2)=[O:39])=[O:32])[N:25]2[C:30]=1[CH:29]=[CH:28][CH:27]=[CH:26]2)=[O:20])(C)(C)C.C(OCC)C. Product: [CH2:41]([O:40][C:38]([C:37]1[CH:48]=[C:33]([CH:34]=[CH:35][C:36]=1[NH:49][C:50](=[O:55])[C:51]([F:54])([F:53])[F:52])[C:31]([C:24]1[N:25]2[C:30]([CH:29]=[CH:28][CH:27]=[CH:26]2)=[C:22]([NH:21][C:19]([C:18]2[CH:17]=[C:16]([CH:59]=[CH:58][CH:57]=2)[O:15][CH2:14][C:13]([OH:60])=[O:12])=[O:20])[C:23]=1[CH3:56])=[O:32])=[O:39])[C:42]1[CH:47]=[CH:46][CH:45]=[CH:44][CH:43]=1. The catalyst class is: 4. (2) Reactant: CI.[CH3:3][N:4]1[CH2:9][CH2:8][N:7]([C:10]2[CH:15]=[CH:14][N:13]=[C:12]([C:16]3[NH:17][C:18]([C:23]4[CH:28]=[C:27]([N:29]5[CH2:34][CH2:33][N:32]([CH3:35])[CH2:31][CH2:30]5)[CH:26]=[CH:25][N:24]=4)=[CH:19][C:20](=[O:22])[CH:21]=3)[CH:11]=2)[CH2:6][CH2:5]1. Product: [CH2:35]([N:32]1[CH2:31][CH2:30][N:29]([C:27]2[CH:26]=[CH:25][N:24]=[C:23]([C:18]3[NH:17][C:16]([C:12]4[CH:11]=[C:10]([N:7]5[CH2:6][CH2:5][N:4]([CH2:3][CH2:12][CH2:16][CH3:21])[CH2:9][CH2:8]5)[CH:15]=[CH:14][N:13]=4)=[CH:21][C:20](=[O:22])[CH:19]=3)[CH:28]=2)[CH2:34][CH2:33]1)[CH2:11][CH2:10][CH3:15]. The catalyst class is: 10.